Dataset: NCI-60 drug combinations with 297,098 pairs across 59 cell lines. Task: Regression. Given two drug SMILES strings and cell line genomic features, predict the synergy score measuring deviation from expected non-interaction effect. (1) Drug 1: CC1=CC2C(CCC3(C2CCC3(C(=O)C)OC(=O)C)C)C4(C1=CC(=O)CC4)C. Drug 2: C1CN(P(=O)(OC1)NCCCl)CCCl. Cell line: LOX IMVI. Synergy scores: CSS=0.0560, Synergy_ZIP=-0.588, Synergy_Bliss=-0.588, Synergy_Loewe=0.144, Synergy_HSA=0.396. (2) Drug 2: C1CNP(=O)(OC1)N(CCCl)CCCl. Drug 1: CCC1=C2CN3C(=CC4=C(C3=O)COC(=O)C4(CC)O)C2=NC5=C1C=C(C=C5)O. Synergy scores: CSS=41.4, Synergy_ZIP=0.934, Synergy_Bliss=0.881, Synergy_Loewe=-49.8, Synergy_HSA=-0.594. Cell line: 786-0. (3) Drug 1: CC12CCC(CC1=CCC3C2CCC4(C3CC=C4C5=CN=CC=C5)C)O. Drug 2: CC1C(C(=O)NC(C(=O)N2CCCC2C(=O)N(CC(=O)N(C(C(=O)O1)C(C)C)C)C)C(C)C)NC(=O)C3=C4C(=C(C=C3)C)OC5=C(C(=O)C(=C(C5=N4)C(=O)NC6C(OC(=O)C(N(C(=O)CN(C(=O)C7CCCN7C(=O)C(NC6=O)C(C)C)C)C)C(C)C)C)N)C. Cell line: EKVX. Synergy scores: CSS=8.63, Synergy_ZIP=10.3, Synergy_Bliss=17.3, Synergy_Loewe=15.7, Synergy_HSA=14.8. (4) Drug 1: C1CCN(CC1)CCOC2=CC=C(C=C2)C(=O)C3=C(SC4=C3C=CC(=C4)O)C5=CC=C(C=C5)O. Drug 2: C1C(C(OC1N2C=C(C(=O)NC2=O)F)CO)O. Cell line: OVCAR-5. Synergy scores: CSS=22.3, Synergy_ZIP=2.57, Synergy_Bliss=2.86, Synergy_Loewe=-3.21, Synergy_HSA=1.21. (5) Drug 1: CCC(=C(C1=CC=CC=C1)C2=CC=C(C=C2)OCCN(C)C)C3=CC=CC=C3.C(C(=O)O)C(CC(=O)O)(C(=O)O)O. Drug 2: CC1CCCC2(C(O2)CC(NC(=O)CC(C(C(=O)C(C1O)C)(C)C)O)C(=CC3=CSC(=N3)C)C)C. Cell line: DU-145. Synergy scores: CSS=70.1, Synergy_ZIP=6.52, Synergy_Bliss=5.76, Synergy_Loewe=-9.41, Synergy_HSA=6.19. (6) Drug 1: COC1=C2C(=CC3=C1OC=C3)C=CC(=O)O2. Drug 2: CC1C(C(CC(O1)OC2CC(CC3=C2C(=C4C(=C3O)C(=O)C5=C(C4=O)C(=CC=C5)OC)O)(C(=O)CO)O)N)O.Cl. Cell line: A498. Synergy scores: CSS=50.4, Synergy_ZIP=-4.80, Synergy_Bliss=-4.89, Synergy_Loewe=0.115, Synergy_HSA=0.406. (7) Drug 1: COC1=NC(=NC2=C1N=CN2C3C(C(C(O3)CO)O)O)N. Drug 2: C1=NC(=NC(=O)N1C2C(C(C(O2)CO)O)O)N. Cell line: MDA-MB-231. Synergy scores: CSS=1.56, Synergy_ZIP=1.39, Synergy_Bliss=-0.575, Synergy_Loewe=-6.26, Synergy_HSA=-4.17.